This data is from Catalyst prediction with 721,799 reactions and 888 catalyst types from USPTO. The task is: Predict which catalyst facilitates the given reaction. (1) Reactant: Br[CH:2]([OH:4])[CH3:3].Cl[S:6]([N:9]=[C:10]=[O:11])(=[O:8])=[O:7].[CH:12]1([NH2:15])[CH2:14][CH2:13]1.C(N(CC)CC)C. Product: [CH:12]1([NH:15][S:6]([N:9]2[CH2:3][CH2:2][O:4][C:10]2=[O:11])(=[O:8])=[O:7])[CH2:14][CH2:13]1. The catalyst class is: 2. (2) Reactant: [CH:1]1([NH:4][C:5]2[N:10]=[C:9]([C:11]3[CH:16]=[CH:15][CH:14]=[CH:13][N:12]=3)[CH:8]=[C:7]([C:17]3[CH:18]=[N:19][CH:20]=[C:21]([C:23]4[CH:30]=[CH:29][C:26]([CH:27]=O)=[CH:25][CH:24]=4)[CH:22]=3)[CH:6]=2)[CH2:3][CH2:2]1.[C:31]([O:35][C:36](=[O:43])[NH:37][C@@H:38]1[CH2:42][CH2:41][NH:40][CH2:39]1)([CH3:34])([CH3:33])[CH3:32].CC(O)=O.C(O[BH-](OC(=O)C)OC(=O)C)(=O)C.[Na+]. Product: [C:31]([O:35][C:36](=[O:43])[NH:37][C@@H:38]1[CH2:42][CH2:41][N:40]([CH2:27][C:26]2[CH:25]=[CH:24][C:23]([C:21]3[CH:22]=[C:17]([C:7]4[CH:6]=[C:5]([NH:4][CH:1]5[CH2:2][CH2:3]5)[N:10]=[C:9]([C:11]5[CH:16]=[CH:15][CH:14]=[CH:13][N:12]=5)[CH:8]=4)[CH:18]=[N:19][CH:20]=3)=[CH:30][CH:29]=2)[CH2:39]1)([CH3:34])([CH3:32])[CH3:33]. The catalyst class is: 2. (3) The catalyst class is: 11. Product: [CH3:12][C:3]1[CH:4]=[C:5]([N+:9]([O-:11])=[O:10])[CH:6]=[C:7]([CH3:8])[C:2]=1[C:18]1[CH:19]=[CH:20][C:15]([C:14]([F:25])([F:24])[F:13])=[CH:16][CH:17]=1. Reactant: Br[C:2]1[C:7]([CH3:8])=[CH:6][C:5]([N+:9]([O-:11])=[O:10])=[CH:4][C:3]=1[CH3:12].[F:13][C:14]([F:25])([F:24])[C:15]1[CH:20]=[CH:19][C:18](B(O)O)=[CH:17][CH:16]=1.[F-].[K+]. (4) Reactant: [F:1][C:2]1[CH:3]=[C:4]2[C:8](=[CH:9][C:10]=1[F:11])[NH:7][C:6](=[O:12])/[C:5]/2=[C:13]1/[O:14][C:15]([CH3:26])([CH3:25])[C:16]([C:18]2[CH:19]=[N:20][C:21](F)=[CH:22][CH:23]=2)=[CH:17]/1.[CH3:27][NH:28][CH2:29][CH:30]([OH:33])[CH2:31][OH:32].O. Product: [OH:33][CH:30]([CH2:31][OH:32])[CH2:29][N:28]([CH3:27])[C:21]1[N:20]=[CH:19][C:18]([C:16]2[C:15]([CH3:26])([CH3:25])[O:14]/[C:13](=[C:5]3/[C:6](=[O:12])[NH:7][C:8]4[C:4]/3=[CH:3][C:2]([F:1])=[C:10]([F:11])[CH:9]=4)/[CH:17]=2)=[CH:23][CH:22]=1. The catalyst class is: 3.